This data is from Full USPTO retrosynthesis dataset with 1.9M reactions from patents (1976-2016). The task is: Predict the reactants needed to synthesize the given product. (1) Given the product [CH3:22][CH2:21][CH2:20][CH2:19][CH2:18][CH2:17][CH2:16][C@@H:10]1[C@@H:9]([CH2:8][CH2:7][CH2:6][CH2:5][CH2:4][CH2:3][CH2:2][CH3:1])[O:15][CH2:13][CH2:12][CH2:11]1, predict the reactants needed to synthesize it. The reactants are: [CH3:1][CH2:2][CH2:3][CH2:4][CH2:5][C@H:6](O)/[CH:7]=[CH:8]/[C@H:9]1[O:15][C@@H:13]2O[C@@H:11]([CH2:12]2)[C@@H:10]1[CH2:16]/[CH:17]=[CH:18]\[CH2:19][CH2:20][CH2:21][C:22](O)=O.CCCCC[C@H](O)/C=C/[C@H]1OC(O)C[C@H](O)[C@@H]1C/C=C\CCCC(O)=O. (2) Given the product [C:1]([O:5][C:6](=[O:7])[CH2:8][CH2:9][NH:10][S:11]([C:14]1[CH:22]=[CH:21][CH:20]=[C:16]([C:17]([N:31]2[CH2:32][CH2:33][C:28]3([NH:24]/[C:25](=[N:34]/[C:35]([C:37]4[C:42]([NH2:43])=[N:41][C:40]([NH2:44])=[C:39]([Cl:45])[N:38]=4)=[O:36])/[NH:26][CH2:27]3)[CH2:29][CH2:30]2)=[O:19])[CH:15]=1)(=[O:12])=[O:13])([CH3:2])([CH3:3])[CH3:4], predict the reactants needed to synthesize it. The reactants are: [C:1]([O:5][C:6]([CH2:8][CH2:9][NH:10][S:11]([C:14]1[CH:15]=[C:16]([CH:20]=[CH:21][CH:22]=1)[C:17]([OH:19])=O)(=[O:13])=[O:12])=[O:7])([CH3:4])([CH3:3])[CH3:2].Cl.[NH:24]1[C:28]2([CH2:33][CH2:32][NH:31][CH2:30][CH2:29]2)[CH2:27][NH:26]/[C:25]/1=[N:34]\[C:35]([C:37]1[C:42]([NH2:43])=[N:41][C:40]([NH2:44])=[C:39]([Cl:45])[N:38]=1)=[O:36]. (3) Given the product [ClH:1].[ClH:1].[C:22]([O:21][C@@H:20]1[C@@H:25]([O:26][C:27](=[O:29])[CH3:28])[C@H:30]([O:31][C:32](=[O:34])[CH3:33])[C@@H:35]([CH2:37][O:38][C:39](=[O:41])[CH3:40])[O:36][C@H:19]1[O:18][C:11]1[C:10]([CH2:9][C:8]2[CH:7]=[CH:6][C:5](/[CH:42]=[CH:43]/[CH2:44][CH2:45][N:46]3[CH2:51][CH2:50][CH2:49][C:48]4([CH2:52][CH2:53][NH:54][CH2:55][CH2:56]4)[CH2:47]3)=[CH:4][C:3]=2[CH3:2])=[C:14]([CH:15]([CH3:17])[CH3:16])[NH:13][N:12]=1)(=[O:24])[CH3:23], predict the reactants needed to synthesize it. The reactants are: [ClH:1].[CH3:2][C:3]1[CH:4]=[C:5](/[CH:42]=[CH:43]/[CH2:44][CH2:45][N:46]2[CH2:51][CH2:50][CH2:49][C:48]3([CH2:56][CH2:55][N:54](C(OC(C)(C)C)=O)[CH2:53][CH2:52]3)[CH2:47]2)[CH:6]=[CH:7][C:8]=1[CH2:9][C:10]1[C:11]([O:18][C@@H:19]2[O:36][C@H:35]([CH2:37][O:38][C:39](=[O:41])[CH3:40])[C@@H:30]([O:31][C:32](=[O:34])[CH3:33])[C@H:25]([O:26][C:27](=[O:29])[CH3:28])[C@H:20]2[O:21][C:22](=[O:24])[CH3:23])=[N:12][NH:13][C:14]=1[CH:15]([CH3:17])[CH3:16]. (4) The reactants are: [H-].[Al+3].[Li+].[H-].[H-].[H-].[Cl-].[Al+3].[Cl-].[Cl-].[F:11][C:12]1[CH:13]=[C:14]([C:18]2[C:26]3[C:21](=[CH:22][C:23]([O:29][CH3:30])=[C:24]([C:27]#[N:28])[CH:25]=3)[NH:20][N:19]=2)[CH:15]=[CH:16][CH:17]=1.N. Given the product [F:11][C:12]1[CH:13]=[C:14]([C:18]2[C:26]3[C:21](=[CH:22][C:23]([O:29][CH3:30])=[C:24]([CH2:27][NH2:28])[CH:25]=3)[NH:20][N:19]=2)[CH:15]=[CH:16][CH:17]=1, predict the reactants needed to synthesize it. (5) Given the product [NH2:25][C:14]1[N:13]=[CH:12][C:11]([C:8]2[CH:9]=[C:10]3[C:5]([C:4]([CH3:22])([CH3:21])[C:3](=[O:23])[N:2]3[CH3:1])=[CH:6][CH:7]=2)=[CH:16][N:15]=1, predict the reactants needed to synthesize it. The reactants are: [CH3:1][N:2]1[C:10]2[C:5](=[CH:6][CH:7]=[C:8]([C:11]3[CH:12]=[N:13][C:14](S(C)(=O)=O)=[N:15][CH:16]=3)[CH:9]=2)[C:4]([CH3:22])([CH3:21])[C:3]1=[O:23].[OH-].[NH4+:25]. (6) Given the product [CH2:24]([S:11][C:9]1[NH:10][C:6]2[CH:5]=[C:4]([O:12][CH2:13][C:14]3[CH:23]=[CH:22][CH:21]=[CH:20][C:15]=3[C:16]([O:18][CH3:19])=[O:17])[CH:3]=[C:2]([CH3:1])[C:7]=2[N:8]=1)[CH3:25], predict the reactants needed to synthesize it. The reactants are: [CH3:1][C:2]1[C:7]2[NH:8][C:9](=[S:11])[NH:10][C:6]=2[CH:5]=[C:4]([O:12][CH2:13][C:14]2[CH:23]=[CH:22][CH:21]=[CH:20][C:15]=2[C:16]([O:18][CH3:19])=[O:17])[CH:3]=1.[CH:24](N(CC)C(C)C)(C)[CH3:25].ICC. (7) Given the product [O:25]1[C:26]2[C:18]([C:16]([NH:15][C:6]3([C:4]([OH:5])=[O:3])[CH2:14][C:13]4[C:8](=[CH:9][CH:10]=[CH:11][CH:12]=4)[CH2:7]3)=[O:17])=[CH:19][CH:20]=[CH:21][C:22]=2[CH2:23][CH2:24]1, predict the reactants needed to synthesize it. The reactants are: C([O:3][C:4]([C:6]1([NH:15][C:16]([C:18]2[C:26]3[O:25][CH2:24][CH2:23][C:22]=3[CH:21]=[CH:20][CH:19]=2)=[O:17])[CH2:14][C:13]2[C:8](=[CH:9][CH:10]=[CH:11][CH:12]=2)[CH2:7]1)=[O:5])C.[OH-].[K+].O.